Dataset: NCI-60 drug combinations with 297,098 pairs across 59 cell lines. Task: Regression. Given two drug SMILES strings and cell line genomic features, predict the synergy score measuring deviation from expected non-interaction effect. (1) Drug 1: C1=CC(=CC=C1CC(C(=O)O)N)N(CCCl)CCCl.Cl. Drug 2: C1CN(CCN1C(=O)CCBr)C(=O)CCBr. Cell line: U251. Synergy scores: CSS=38.1, Synergy_ZIP=-11.5, Synergy_Bliss=-0.961, Synergy_Loewe=-0.602, Synergy_HSA=2.62. (2) Drug 1: C1CC(=O)NC(=O)C1N2CC3=C(C2=O)C=CC=C3N. Drug 2: C1C(C(OC1N2C=NC3=C(N=C(N=C32)Cl)N)CO)O. Cell line: HL-60(TB). Synergy scores: CSS=43.4, Synergy_ZIP=2.48, Synergy_Bliss=4.15, Synergy_Loewe=-26.9, Synergy_HSA=4.31. (3) Drug 1: COC1=NC(=NC2=C1N=CN2C3C(C(C(O3)CO)O)O)N. Drug 2: CCC1(CC2CC(C3=C(CCN(C2)C1)C4=CC=CC=C4N3)(C5=C(C=C6C(=C5)C78CCN9C7C(C=CC9)(C(C(C8N6C)(C(=O)OC)O)OC(=O)C)CC)OC)C(=O)OC)O.OS(=O)(=O)O. Cell line: ACHN. Synergy scores: CSS=39.3, Synergy_ZIP=-0.0876, Synergy_Bliss=2.38, Synergy_Loewe=2.19, Synergy_HSA=2.19. (4) Drug 1: CCCS(=O)(=O)NC1=C(C(=C(C=C1)F)C(=O)C2=CNC3=C2C=C(C=N3)C4=CC=C(C=C4)Cl)F. Drug 2: CC1CCC2CC(C(=CC=CC=CC(CC(C(=O)C(C(C(=CC(C(=O)CC(OC(=O)C3CCCCN3C(=O)C(=O)C1(O2)O)C(C)CC4CCC(C(C4)OC)O)C)C)O)OC)C)C)C)OC. Cell line: OVCAR3. Synergy scores: CSS=30.7, Synergy_ZIP=7.30, Synergy_Bliss=9.95, Synergy_Loewe=-0.774, Synergy_HSA=9.06. (5) Drug 1: C1=NC2=C(N=C(N=C2N1C3C(C(C(O3)CO)O)O)F)N. Drug 2: CN1C(=O)N2C=NC(=C2N=N1)C(=O)N. Cell line: EKVX. Synergy scores: CSS=-11.6, Synergy_ZIP=0.119, Synergy_Bliss=-8.65, Synergy_Loewe=-4.54, Synergy_HSA=-10.4. (6) Drug 1: C1=CC(=CC=C1C#N)C(C2=CC=C(C=C2)C#N)N3C=NC=N3. Drug 2: C1CCC(C(C1)N)N.C(=O)(C(=O)[O-])[O-].[Pt+4]. Cell line: RPMI-8226. Synergy scores: CSS=40.4, Synergy_ZIP=1.25, Synergy_Bliss=3.07, Synergy_Loewe=-5.38, Synergy_HSA=1.33. (7) Drug 1: C1=CC(=CC=C1CCC2=CNC3=C2C(=O)NC(=N3)N)C(=O)NC(CCC(=O)O)C(=O)O. Drug 2: C1=CC(=C2C(=C1NCCNCCO)C(=O)C3=C(C=CC(=C3C2=O)O)O)NCCNCCO. Cell line: SF-539. Synergy scores: CSS=60.1, Synergy_ZIP=-4.15, Synergy_Bliss=-5.11, Synergy_Loewe=1.24, Synergy_HSA=3.04. (8) Drug 1: CC(C)NC(=O)C1=CC=C(C=C1)CNNC.Cl. Drug 2: CC1C(C(CC(O1)OC2CC(CC3=C2C(=C4C(=C3O)C(=O)C5=C(C4=O)C(=CC=C5)OC)O)(C(=O)CO)O)N)O.Cl. Cell line: OVCAR3. Synergy scores: CSS=34.2, Synergy_ZIP=1.15, Synergy_Bliss=0.250, Synergy_Loewe=-15.7, Synergy_HSA=1.09.